From a dataset of Catalyst prediction with 721,799 reactions and 888 catalyst types from USPTO. Predict which catalyst facilitates the given reaction. (1) Reactant: [C:1]1([S:7]([N:10]2[C:14]3=[N:15][CH:16]=[CH:17][CH:18]=[C:13]3[C:12]([CH:19]=[O:20])=[CH:11]2)(=[O:9])=[O:8])[CH:6]=[CH:5][CH:4]=[CH:3][CH:2]=1.[CH:21]1([Mg]Cl)[CH2:23][CH2:22]1. Product: [CH:21]1([CH:19]([C:12]2[C:13]3[C:14](=[N:15][CH:16]=[CH:17][CH:18]=3)[N:10]([S:7]([C:1]3[CH:2]=[CH:3][CH:4]=[CH:5][CH:6]=3)(=[O:8])=[O:9])[CH:11]=2)[OH:20])[CH2:23][CH2:22]1. The catalyst class is: 1. (2) Reactant: [CH2:1]([C:5]1[O:6][C:7]2[CH:13]=[CH:12][C:11]([NH2:14])=[CH:10][C:8]=2[CH:9]=1)[CH2:2][CH2:3][CH3:4].CCN(CC)CC.[CH3:22][S:23](Cl)(=[O:25])=[O:24]. Product: [CH2:1]([C:5]1[O:6][C:7]2[CH:13]=[CH:12][C:11]([N:14]([S:23]([CH3:22])(=[O:25])=[O:24])[S:23]([CH3:22])(=[O:25])=[O:24])=[CH:10][C:8]=2[CH:9]=1)[CH2:2][CH2:3][CH3:4]. The catalyst class is: 2. (3) Reactant: Br[CH2:2][CH2:3]Br.[CH2:5]([O:7][C:8](=[O:18])[C:9]1[CH:17]=[C:15]([OH:16])[C:13]([OH:14])=[C:11]([OH:12])[CH:10]=1)[CH3:6].C(=O)([O-])[O-].[Cs+].[Cs+]. Product: [CH2:5]([O:7][C:8]([C:9]1[CH:10]=[C:11]([OH:12])[C:13]2[O:14][CH2:3][CH2:2][O:16][C:15]=2[CH:17]=1)=[O:18])[CH3:6]. The catalyst class is: 9. (4) Reactant: Cl.C[NH:3][CH2:4][CH2:5][NH2:6].[OH-].[Na+].[C:9](Cl)(=[O:13])[C:10]([CH3:12])=[CH2:11]. Product: [C:9]([NH:3][CH2:4][CH2:5][NH2:6])(=[O:13])[C:10]([CH3:12])=[CH2:11]. The catalyst class is: 22. (5) Reactant: [NH2:1][CH2:2][C:3]1[C:8]([CH2:9][CH3:10])=[N:7][C:6]2[N:11]([CH2:14][CH3:15])[N:12]=[CH:13][C:5]=2[C:4]=1[NH:16][CH:17]1[CH2:22][CH2:21][O:20][CH2:19][CH2:18]1.[CH3:23][O:24][C:25]([C:27]1[CH:28]=[C:29]([CH:33]=[CH:34][CH:35]=1)[C:30](O)=[O:31])=[O:26].CN(C(ON1N=NC2C=CC=CC1=2)=[N+](C)C)C.F[P-](F)(F)(F)(F)F.CCN(C(C)C)C(C)C. Product: [CH2:14]([N:11]1[C:6]2=[N:7][C:8]([CH2:9][CH3:10])=[C:3]([CH2:2][NH:1][C:30]([C:29]3[CH:28]=[C:27]([CH:35]=[CH:34][CH:33]=3)[C:25]([O:24][CH3:23])=[O:26])=[O:31])[C:4]([NH:16][CH:17]3[CH2:18][CH2:19][O:20][CH2:21][CH2:22]3)=[C:5]2[CH:13]=[N:12]1)[CH3:15]. The catalyst class is: 4. (6) Reactant: [CH:1]1([CH2:7][CH:8]([OH:18])[CH2:9][NH:10][C:11](=[O:17])[C:12]([O:14][CH2:15][CH3:16])=[O:13])[CH2:6][CH2:5][CH2:4][CH2:3][CH2:2]1.CC(OI1(OC(C)=O)(OC(C)=O)OC(=O)C2C=CC=CC1=2)=O. Product: [CH:1]1([CH2:7][C:8](=[O:18])[CH2:9][NH:10][C:11](=[O:17])[C:12]([O:14][CH2:15][CH3:16])=[O:13])[CH2:2][CH2:3][CH2:4][CH2:5][CH2:6]1. The catalyst class is: 34.